This data is from Catalyst prediction with 721,799 reactions and 888 catalyst types from USPTO. The task is: Predict which catalyst facilitates the given reaction. (1) Product: [CH:13]1([NH:16][CH2:17][C@@H:18]2[CH2:22][CH2:21][CH2:20][N:19]2[C:9]([C:5]2[C:4]([CH3:12])=[C:3]([CH:1]=[O:2])[NH:7][C:6]=2[CH3:8])=[O:11])[CH2:15][CH2:14]1. Reactant: [CH:1]([C:3]1[NH:7][C:6]([CH3:8])=[C:5]([C:9]([OH:11])=O)[C:4]=1[CH3:12])=[O:2].[CH:13]1([NH:16][CH2:17][C@@H:18]2[CH2:22][CH2:21][CH2:20][NH:19]2)[CH2:15][CH2:14]1.C1C=CC2N(O)N=NC=2C=1.CCN=C=NCCCN(C)C. The catalyst class is: 3. (2) Reactant: [C:1]([C:9]1[CH:14]=[CH:13][C:12]([NH:15][C:16]([C@H:18]2[O:22][N:21]=[C:20]([C:23]3[CH:24]=[N:25][CH:26]=[CH:27][CH:28]=3)[CH2:19]2)=[O:17])=[CH:11][CH:10]=1)(=O)[C:2]1[CH:7]=[CH:6][CH:5]=[CH:4][CH:3]=1.NC1C=CC(C2C=CC=CC=2C[C:43]([O:45][CH3:46])=[O:44])=CC=1.CC(N(C(C)C)CC)C.O. Product: [N:25]1[CH:26]=[CH:27][CH:28]=[C:23]([C:20]2[CH2:19][CH:18]([C:16]([NH:15][C:12]3[CH:13]=[CH:14][C:9]([CH:1]([C:2]4[CH:7]=[CH:6][CH:5]=[CH:4][CH:3]=4)[C:43]([O:45][CH3:46])=[O:44])=[CH:10][CH:11]=3)=[O:17])[O:22][N:21]=2)[CH:24]=1. The catalyst class is: 143. (3) Reactant: [Cl:1][C:2]1[CH:7]=[C:6]([Cl:8])[CH:5]=[CH:4][C:3]=1[OH:9].[NH:10]1[CH2:14][CH2:13][CH2:12][CH2:11]1.[CH2:15]=O. Product: [Cl:1][C:2]1[CH:7]=[C:6]([Cl:8])[CH:5]=[C:4]([CH2:15][N:10]2[CH2:14][CH2:13][CH2:12][CH2:11]2)[C:3]=1[OH:9]. The catalyst class is: 40. (4) Reactant: Cl[C:2]1[N:7]=[CH:6][N:5]=[C:4]([O:8][CH:9]2[CH2:14][CH2:13][N:12]([C:15]([O:17][CH:18]([CH3:20])[CH3:19])=[O:16])[CH2:11][CH2:10]2)[CH:3]=1.OC1C2CN(C(OC(C)C)=O)CC1COC2.[CH3:37][N:38]1[C:42]2[CH2:43][NH:44][CH2:45][C:41]=2[CH:40]=[N:39]1.C(=O)([O-])[O-].[Cs+].[Cs+]. Product: [CH3:37][N:38]1[C:42]2[CH2:43][N:44]([C:2]3[N:7]=[CH:6][N:5]=[C:4]([O:8][CH:9]4[CH2:14][CH2:13][N:12]([C:15]([O:17][CH:18]([CH3:20])[CH3:19])=[O:16])[CH2:11][CH2:10]4)[CH:3]=3)[CH2:45][C:41]=2[CH:40]=[N:39]1. The catalyst class is: 264. (5) Reactant: [NH:1]1[C:9]2[C:4](=[CH:5][CH:6]=[CH:7][CH:8]=2)[C:3]([CH2:10][CH:11]2[C:15](=[O:16])[C:14]3[CH:17]=[CH:18][C:19]([OH:35])=[C:20]([CH2:21][N:22]4[CH2:27][CH2:26][N:25](C(OC(C)(C)C)=O)[CH2:24][CH2:23]4)[C:13]=3[O:12]2)=[CH:2]1.Cl. Product: [NH:1]1[C:9]2[C:4](=[CH:5][CH:6]=[CH:7][CH:8]=2)[C:3]([CH2:10][C:11]2[O:12][C:13]3[C:20]([CH2:21][N:22]4[CH2:23][CH2:24][NH:25][CH2:26][CH2:27]4)=[C:19]([OH:35])[CH:18]=[CH:17][C:14]=3[C:15]=2[OH:16])=[CH:2]1. The catalyst class is: 135. (6) Reactant: [CH3:1][NH:2][C:3](=[O:31])[NH:4][C:5]1[CH:6]=[C:7]([S:11][C:12]2[CH:17]=[CH:16][C:15]([CH:18]=[CH:19][C:20](O)=[O:21])=[C:14]([C:23]([F:26])([F:25])[F:24])[C:13]=2[C:27]([F:30])([F:29])[F:28])[CH:8]=[CH:9][CH:10]=1.C(N(C(C)C)CC)(C)C.C([O:43][C:44](=[O:53])[CH2:45][C:46]1[CH:51]=[CH:50][C:49]([NH2:52])=[CH:48][CH:47]=1)C.[Li+].[OH-]. Product: [CH3:1][NH:2][C:3](=[O:31])[NH:4][C:5]1[CH:6]=[C:7]([S:11][C:12]2[CH:17]=[CH:16][C:15]([CH:18]=[CH:19][C:20]([NH:52][C:49]3[CH:48]=[CH:47][C:46]([CH2:45][C:44]([OH:43])=[O:53])=[CH:51][CH:50]=3)=[O:21])=[C:14]([C:23]([F:24])([F:25])[F:26])[C:13]=2[C:27]([F:29])([F:30])[F:28])[CH:8]=[CH:9][CH:10]=1. The catalyst class is: 121.